This data is from Drug-target binding data from BindingDB using Kd measurements. The task is: Regression. Given a target protein amino acid sequence and a drug SMILES string, predict the binding affinity score between them. We predict pKd (pKd = -log10(Kd in M); higher means stronger binding). Dataset: bindingdb_kd. (1) The drug is CCCc1[nH]nc2oc(=O)c3ccccc3c12. The target protein (Q86U86) has sequence MGSKRRRATSPSSSVSGDFDDGHHSVSTPGPSRKRRRLSNLPTVDPIAVCHELYNTIRDYKDEQGRLLCELFIRAPKRRNQPDYYEVVSQPIDLMKIQQKLKMEEYDDVNLLTADFQLLFNNAKSYYKPDSPEYKAACKLWDLYLRTRNEFVQKGEADDEDDDEDGQDNQGTVTEGSSPAYLKEILEQLLEAIVVATNPSGRLISELFQKLPSKVQYPDYYAIIKEPIDLKTIAQRIQNGSYKSIHAMAKDIDLLAKNAKTYNEPGSQVFKDANSIKKIFYMKKAEIEHHEMAKSSLRMRTPSNLAAARLTGPSHSKGSLGEERNPTSKYYRNKRAVQGGRLSAITMALQYGSESEEDAALAAARYEEGESEAESITSFMDVSNPFYQLYDTVRSCRNNQGQLIAEPFYHLPSKKKYPDYYQQIKMPISLQQIRTKLKNQEYETLDHLECDLNLMFENAKRYNVPNSAIYKRVLKLQQVMQAKKKELARRDDIEDGDSMI.... The pKd is 5.5. (2) The small molecule is CN1C[C@H](C(=O)N2CCN(c3ccccn3)CC2)C[C@@H]2c3cccc4[nH]c(S(C)(=O)=O)c(c34)C[C@H]21. The target protein (P28646) has sequence MFPNGTAPSPTSSPSSSPGGCGEGVCSRGPGSGAADGMEEPGRNSSQNGTLSEGQGSAILISFIYSVVCLVGLCGNSMVIYVILRYAKMKTATNIYILNLAIADELLMLSVPFLVTSTLLRHWPFGALLCRLVLSVDAVNMFTSIYCLTVLSVDRYVAVVHPIKAARYRRPTVAKVVNLGVWVLSLLVILPIVVFSRTAANSDGTVACNMLMPEPAQRWLVGFVLYTFLMGFLLPVGAICLCYVLIIAKMRMVALKAGWQQRKRSERKITLMVMMVVMVFVICWMPFYVVQLVNVFAEQDDATVSQLSVILGYANSCANPILYGFLSDNFKRSFQRILCLSWMDNAAEEPVDYYATALKSRAYSVEDFQPENLESGGVFRNGTCASRISTL. The pKd is 6.5. (3) The small molecule is C=CC1=C(C)c2cc3[n-]c(cc4nc(cc5[n-]c(cc1n2)c(C)c5CCC(=O)O)C(CCC(=O)O)=C4C)c(C)c3C=C. The target protein sequence is MDQQVKQERLQGRLEPEIKEFRQERKTLQLATVDAQGRPNVSYAPFVQNQEGYFVLISHIARHARNLEVNPQVSIMMIEDETEAKQLFARKRLTFDAVASMVERDSELWCQVIAQMGERFGEIIDGLSQLQLFMLFRLQPEHGLFVKGFGQAYQVSGDDLVDFVHLEEGHRKISNG. The pKd is 6.3. (4) The compound is N#Cc1cnc2cc(OC[C@H](O)CO)c(NC(=O)CC3CCSS3)cc2c1Nc1ccc(OCc2cccc(F)c2)c(Cl)c1. The target protein sequence is MRPSGTAGAALLALLAALCPASRALEEKKVCQGTSNKLTQLGTFEDHFLSLQRMFNNCEVVLGNLEITYVQRNYDLSFLKTIQEVAGYVLIALNTVERIPLENLQIIRGNMYYENSYALAVLSNYDANKTGLKELPMRNLQEILHGAVRFSNNPALCNVESIQWRDIVSSDFLSNMSMDFQNHLGSCQKCDPSCPNGSCWGAGEENCQKLTKIICAQQCSGRCRGKSPSDCCHNQCAAGCTGPRESDCLVCRKFRDEATCKDTCPPLMLYNPTTYQMDVNPEGKYSFGATCVKKCPRNYVVTDHGSCVRACGADSYEMEEDGVRKCKKCEGPCRKVCNGIGIGEFKDSLSINATNIKHFKNCTSISGDLHILPVAFRGDSFTHTPPLDPQELDILKTVKEITGFLLIQAWPENRTDLHAFENLEIIRGRTKQHGQFSLAVVSLNITSLGLRSLKEISDGDVIISGNKNLCYANTINWKKLFGTSGQKTKIISNRGENSCK.... The pKd is 7.3. (5) The small molecule is Cc1sc2c(c1C)C(c1ccc(Cl)cc1)=N[C@@H](CC(=O)OC(C)(C)C)c1nnc(C)n1-2. The target protein sequence is NPPPPETSNPNKPKRQTNQLQYLLRVVLKTLWKHQFAWPFQQPVDAVKLNLPDYYKIIKTPMDMGTIKKRLENNYYWNAQECIQDFNTMFTNCYIYNKPGDAIVLMAEALEKLFLQKINELPT. The pKd is 7.8. (6) The small molecule is CN1CCN(c2ccc3nc(-c4c(N)c5c(F)cccc5[nH]c4=O)[nH]c3c2)CC1. The target is PFCDPK1(Pfalciparum). The pKd is 6.2. (7) The drug is Cc1c(C(=O)NN2CCCCC2)nn(-c2ccc(Cl)cc2Cl)c1-c1ccc(Cl)cc1. The target protein sequence is MKSILDGLADTTFRTITTDLLYVGSNDIQYEDIKGDMASKLGYFPQKFPLTSFRGSPFQEKMTAGDNPQLVPADQVNITEFYNKSLSSFKENEENIQCGENFMDIECFMVLNPSQQLAIAVLSLTLGTFTVLENLLVLCVILHSRSLRCRPSYHFIGSLAVADLLGSVIFVYSFIDFHVFHRKDSRNVFLFKLGGVTASFTASVGSLFLTAIDRYISIHRALAYKRIVTRPKAVVAFCLMWTIAIVIAVLPLLGWNCEKLQSVCSDIFPHIDETYLMFWIGVTSVLLLFIVYAYMYILWKAHSHAVRMIQRGTQKSIIIHTSEDGKVQVTRPDQARMDIRLAKTLVLILVVLIICWGPLLAIMVYDVFGKMNKLIKTVFAFCSMLCLLNSTVNPIIYALRSKDLRHAFRSMFPSCEGTAQPLDNSMGDSDCLHKHANNAASVHRAAESCIKSTVKIAKVTMSVSTDTSAEAL. The pKd is 8.4.